From a dataset of Reaction yield outcomes from USPTO patents with 853,638 reactions. Predict the reaction yield, written as a fraction of the theoretical maximum amount of product (1.0 means a 100% yield; for example, 0.34 means a 34% yield). (1) The reactants are [Br:1][C:2]1[C:3]([F:20])=[C:4]([F:19])[C:5]([NH:11][C:12]2[CH:17]=[CH:16][CH:15]=[CH:14][C:13]=2[Cl:18])=[C:6]([CH:10]=1)[C:7]([OH:9])=[O:8].S(Cl)(Cl)=O.[CH3:25]O. No catalyst specified. The product is [Br:1][C:2]1[C:3]([F:20])=[C:4]([F:19])[C:5]([NH:11][C:12]2[CH:17]=[CH:16][CH:15]=[CH:14][C:13]=2[Cl:18])=[C:6]([CH:10]=1)[C:7]([O:9][CH3:25])=[O:8]. The yield is 0.858. (2) The reactants are [C:1]([O:4][CH2:5][C:6]1[C:11]([N:12]2[CH2:24][CH2:23][N:15]3[C:16]4[CH2:17][CH2:18][CH2:19][CH2:20][C:21]=4[CH:22]=[C:14]3[C:13]2=[O:25])=[CH:10][C:9]([F:26])=[CH:8][C:7]=1[C:27]1[CH:32]=[C:31]([NH:33][C:34]2[CH:39]=[CH:38][C:37]([N:40]3[CH2:45][CH2:44][N:43]([CH3:46])[CH2:42][C@H:41]3[CH3:47])=[CH:36][N:35]=2)[C:30](=[O:48])[N:29]([CH3:49])[CH:28]=1)(=[O:3])[CH3:2].BrC1C=C(NC2C=CC(N3CCN(C)C[C@@H]3C)=CN=2)C(=O)N(C)C=1.C(OCC1C(B2OC(C)(C)C(C)(C)O2)=CC(F)=CC=1N1CCN2C3CCCCC=3C=C2C1=O)(=O)C. No catalyst specified. The product is [C:1]([O:4][CH2:5][C:6]1[C:11]([N:12]2[CH2:24][CH2:23][N:15]3[C:16]4[CH2:17][CH2:18][CH2:19][CH2:20][C:21]=4[CH:22]=[C:14]3[C:13]2=[O:25])=[CH:10][C:9]([F:26])=[CH:8][C:7]=1[C:27]1[CH:32]=[C:31]([NH:33][C:34]2[CH:39]=[CH:38][C:37]([N:40]3[CH2:45][CH2:44][N:43]([CH3:46])[CH2:42][C@@H:41]3[CH3:47])=[CH:36][N:35]=2)[C:30](=[O:48])[N:29]([CH3:49])[CH:28]=1)(=[O:3])[CH3:2]. The yield is 0.500. (3) The reactants are [N:1]([C:4]([C:24]1[CH:29]=[CH:28][CH:27]=[C:26]([O:30][C:31]([F:34])([F:33])[F:32])[CH:25]=1)([C:13]1[CH:18]=[CH:17][CH:16]=[C:15]([O:19][C:20]([F:23])([F:22])[F:21])[CH:14]=1)[C@H:5]([C:7]1[CH:12]=[CH:11][CH:10]=[CH:9][CH:8]=1)[OH:6])=[N+]=[N-]. The catalyst is CO.[Pd]. The product is [NH2:1][C:4]([C:13]1[CH:18]=[CH:17][CH:16]=[C:15]([O:19][C:20]([F:21])([F:22])[F:23])[CH:14]=1)([C:24]1[CH:29]=[CH:28][CH:27]=[C:26]([O:30][C:31]([F:33])([F:34])[F:32])[CH:25]=1)[C@H:5]([C:7]1[CH:12]=[CH:11][CH:10]=[CH:9][CH:8]=1)[OH:6]. The yield is 0.870. (4) The reactants are [CH2:1]([O:3][C:4]1[N:9]=[C:8]([C:10]2[C:18]3[C:13](=[CH:14][CH:15]=[C:16]([C:19]4[S:23][C:22]([NH:24]CC5C=CC(OC)=CC=5)=[N:21][N:20]=4)[CH:17]=3)[NH:12][CH:11]=2)[CH:7]=[N:6][CH:5]=1)[CH3:2]. The catalyst is C(O)(C(F)(F)F)=O. The product is [CH2:1]([O:3][C:4]1[N:9]=[C:8]([C:10]2[C:18]3[C:13](=[CH:14][CH:15]=[C:16]([C:19]4[S:23][C:22]([NH2:24])=[N:21][N:20]=4)[CH:17]=3)[NH:12][CH:11]=2)[CH:7]=[N:6][CH:5]=1)[CH3:2]. The yield is 0.369.